The task is: Predict the reaction yield, written as a fraction of the theoretical maximum amount of product (1.0 means a 100% yield; for example, 0.34 means a 34% yield).. This data is from Reaction yield outcomes from USPTO patents with 853,638 reactions. (1) The reactants are CCN=C=NCCCN(C)C.[C:12]1([S:18]([NH2:21])(=[O:20])=[O:19])[CH:17]=[CH:16][CH:15]=[CH:14][CH:13]=1.[CH3:22][C:23]([C:26]1[CH:27]=[C:28]([S:32]([N:35]2[C:43]3[C:38](=[CH:39][C:40]([C:44]([F:47])([F:46])[F:45])=[CH:41][CH:42]=3)[CH:37]=[C:36]2[CH2:48][C:49]2[CH:57]=[CH:56][C:52]([C:53]([OH:55])=O)=[CH:51][CH:50]=2)(=[O:34])=[O:33])[CH:29]=[CH:30][CH:31]=1)([CH3:25])[CH3:24]. The catalyst is CN(C)C1C=CN=CC=1.ClCCl. The product is [CH3:25][C:23]([C:26]1[CH:27]=[C:28]([S:32]([N:35]2[C:43]3[C:38](=[CH:39][C:40]([C:44]([F:45])([F:46])[F:47])=[CH:41][CH:42]=3)[CH:37]=[C:36]2[CH2:48][C:49]2[CH:50]=[CH:51][C:52]([C:53]([NH:21][S:18]([C:12]3[CH:17]=[CH:16][CH:15]=[CH:14][CH:13]=3)(=[O:20])=[O:19])=[O:55])=[CH:56][CH:57]=2)(=[O:34])=[O:33])[CH:29]=[CH:30][CH:31]=1)([CH3:24])[CH3:22]. The yield is 0.530. (2) The reactants are [Cl:1][C:2]1[N:3]=[C:4]2[C:9](=[CH:10][CH:11]=1)[N:8]=[CH:7][C:6]([C:12](=[O:14])[CH3:13])=[C:5]2[NH:15][CH:16]1[CH2:21][CH2:20][CH:19]([CH2:22][N:23]2[CH2:28][CH2:27][N:26]([CH3:29])[CH2:25][CH2:24]2)[CH2:18][CH2:17]1.[Cl:30][C:31]1[CH:36]=[C:35](B2OC(C)(C)C(C)(C)O2)[CH:34]=[C:33]([F:46])[C:32]=1[OH:47]. No catalyst specified. The product is [ClH:1].[ClH:30].[ClH:1].[Cl:30][C:31]1[CH:36]=[C:35]([C:2]2[N:3]=[C:4]3[C:9](=[CH:10][CH:11]=2)[N:8]=[CH:7][C:6]([C:12](=[O:14])[CH3:13])=[C:5]3[NH:15][C@H:16]2[CH2:17][CH2:18][C@H:19]([CH2:22][N:23]3[CH2:28][CH2:27][N:26]([CH3:29])[CH2:25][CH2:24]3)[CH2:20][CH2:21]2)[CH:34]=[C:33]([F:46])[C:32]=1[OH:47]. The yield is 0.140. (3) The reactants are [H-].[Na+].[F:3][C:4]1[CH:9]=[CH:8][C:7]([OH:10])=[CH:6][CH:5]=1.[CH3:11][O:12][C:13]1[CH:14]=[C:15]([CH:18]=[CH:19][CH:20]=1)CCl.[C:21]1(C)C=CC=CC=1. No catalyst specified. The product is [F:3][C:4]1[CH:9]=[CH:8][C:7]([OH:10])=[C:6]([CH2:21][C:18]2[CH:19]=[CH:20][C:13]([O:12][CH3:11])=[CH:14][CH:15]=2)[CH:5]=1. The yield is 0.256. (4) The reactants are [OH-].[Na+].[I-].[CH3:4][S+](C)(C)=O.C[O:10][CH2:11][C:12]([C:14]1[CH:19]=[CH:18][CH:17]=[C:16]([CH:20]=[CH:21][C:22]2[N:31]([C:32]3[CH:37]=[CH:36][CH:35]=[CH:34][CH:33]=3)[C:30](=[O:38])[C:29]3[C:24](=[CH:25][CH:26]=[CH:27][CH:28]=3)[N:23]=2)C=1O)=[O:13].Cl. The catalyst is CN(C=O)C.O. The product is [OH:10][C:11]1[C:12]([O:13][CH3:4])=[CH:14][CH:19]=[CH:18][C:17]=1[C@H:16]1[CH2:20][C@H:21]1[C:22]1[N:31]([C:32]2[CH:33]=[CH:34][CH:35]=[CH:36][CH:37]=2)[C:30](=[O:38])[C:29]2[C:24](=[CH:25][CH:26]=[CH:27][CH:28]=2)[N:23]=1. The yield is 0.150. (5) The yield is 0.970. The catalyst is C(Cl)Cl. The reactants are Br[C:2]1[N:6]([CH2:7][C:8]2[CH:13]=[CH:12][C:11]([O:14][CH3:15])=[CH:10][CH:9]=2)[N:5]=[C:4]([N+:16]([O-:18])=[O:17])[N:3]=1.[CH3:19][O:20][C:21]1[CH:37]=[CH:36][C:24]([CH2:25][NH:26][CH2:27][C:28]2[CH:33]=[CH:32][C:31]([O:34][CH3:35])=[CH:30][CH:29]=2)=[CH:23][CH:22]=1. The product is [CH3:35][O:34][C:31]1[CH:30]=[CH:29][C:28]([CH2:27][N:26]([CH2:25][C:24]2[CH:36]=[CH:37][C:21]([O:20][CH3:19])=[CH:22][CH:23]=2)[C:2]2[N:6]([CH2:7][C:8]3[CH:13]=[CH:12][C:11]([O:14][CH3:15])=[CH:10][CH:9]=3)[N:5]=[C:4]([N+:16]([O-:18])=[O:17])[N:3]=2)=[CH:33][CH:32]=1.